This data is from Forward reaction prediction with 1.9M reactions from USPTO patents (1976-2016). The task is: Predict the product of the given reaction. (1) Given the reactants [S:1]1[C:5]2[CH:6]=[C:7]([NH:10][C:11]3[C:16]([C:17]([O:19]C)=[O:18])=[CH:15][N:14]=[C:13]([O:21]C)[C:12]=3[F:23])[CH:8]=[CH:9][C:4]=2[N:3]=[CH:2]1.Cl, predict the reaction product. The product is: [S:1]1[C:5]2[CH:6]=[C:7]([NH:10][C:11]3[C:16]([C:17]([OH:19])=[O:18])=[CH:15][NH:14][C:13](=[O:21])[C:12]=3[F:23])[CH:8]=[CH:9][C:4]=2[N:3]=[CH:2]1. (2) Given the reactants [F:1][C:2]([F:17])([F:16])[C:3]1[CH:4]=[C:5]([CH:9]=[C:10]([C:12]([F:15])([F:14])[F:13])[CH:11]=1)[C:6]([OH:8])=O.[CH2:18]1COCC1.C[Li].O, predict the reaction product. The product is: [F:16][C:2]([F:1])([F:17])[C:3]1[CH:4]=[C:5]([C:6](=[O:8])[CH3:18])[CH:9]=[C:10]([C:12]([F:15])([F:14])[F:13])[CH:11]=1. (3) Given the reactants S(Cl)([Cl:3])=O.[Br:5][C:6]1[CH:11]=[C:10]([F:12])[CH:9]=[CH:8][C:7]=1[CH2:13][C:14]([OH:16])=O, predict the reaction product. The product is: [Br:5][C:6]1[CH:11]=[C:10]([F:12])[CH:9]=[CH:8][C:7]=1[CH2:13][C:14]([Cl:3])=[O:16]. (4) Given the reactants Cl[C:2]1[N:11]=[CH:10][C:9]([Cl:12])=[CH:8][C:3]=1[C:4]([O:6][CH3:7])=[O:5].[F:13][C:14]([F:28])([F:27])[C:15]1[CH:26]=[CH:25][C:18]([O:19][CH:20]2[CH2:24][CH2:23][NH:22][CH2:21]2)=[CH:17][CH:16]=1, predict the reaction product. The product is: [Cl:12][C:9]1[CH:10]=[N:11][C:2]([N:22]2[CH2:23][CH2:24][CH:20]([O:19][C:18]3[CH:17]=[CH:16][C:15]([C:14]([F:13])([F:28])[F:27])=[CH:26][CH:25]=3)[CH2:21]2)=[C:3]([CH:8]=1)[C:4]([O:6][CH3:7])=[O:5]. (5) Given the reactants C[O:2][C:3]([C:5]1[CH:6]=[CH:7][C:8]2[C:9](=[O:19])[C:10]3[C:15]([O:16][C:17]=2[CH:18]=1)=[CH:14][CH:13]=[CH:12][CH:11]=3)=[O:4].CCO, predict the reaction product. The product is: [O:19]=[C:9]1[C:8]2[CH:7]=[CH:6][C:5]([C:3]([OH:4])=[O:2])=[CH:18][C:17]=2[O:16][C:15]2[C:10]1=[CH:11][CH:12]=[CH:13][CH:14]=2. (6) Given the reactants [Br:1][C:2]1[C:3]([N:12]2[CH2:17][CH2:16][N:15]([CH2:18][C:19]3[CH:24]=[CH:23][C:22]([Cl:25])=[CH:21][CH:20]=3)[CH2:14][CH2:13]2)=[C:4]([N+:9]([O-])=O)[C:5]([NH2:8])=[N:6][CH:7]=1.[CH3:26][N:27]([CH3:36])[C:28]1[CH:35]=[CH:34][C:31]([CH:32]=O)=[CH:30][CH:29]=1.[O-]S(S([O-])=O)=O.[Na+].[Na+], predict the reaction product. The product is: [Br:1][C:2]1[C:3]([N:12]2[CH2:17][CH2:16][N:15]([CH2:18][C:19]3[CH:24]=[CH:23][C:22]([Cl:25])=[CH:21][CH:20]=3)[CH2:14][CH2:13]2)=[C:4]2[N:9]=[C:32]([C:31]3[CH:34]=[CH:35][C:28]([N:27]([CH3:36])[CH3:26])=[CH:29][CH:30]=3)[NH:8][C:5]2=[N:6][CH:7]=1.